Dataset: Full USPTO retrosynthesis dataset with 1.9M reactions from patents (1976-2016). Task: Predict the reactants needed to synthesize the given product. (1) Given the product [F:38][C:4]([F:37])([F:3])[C:5]1[CH:6]=[CH:7][C:8]([O:9][C@@H:10]2[CH2:14][CH2:13][N:12]([C:15]([CH3:34])([CH3:33])[CH2:16][CH2:17][C:18]([C:21]3[CH:26]=[CH:25][CH:24]=[CH:23][CH:22]=3)([C:27]3[CH:28]=[CH:29][CH:30]=[CH:31][CH:32]=3)[C:19]([NH2:20])=[O:1])[CH2:11]2)=[CH:35][CH:36]=1, predict the reactants needed to synthesize it. The reactants are: [OH-:1].[K+].[F:3][C:4]([F:38])([F:37])[C:5]1[CH:36]=[CH:35][C:8]([O:9][C@@H:10]2[CH2:14][CH2:13][N:12]([C:15]([CH3:34])([CH3:33])[CH2:16][CH2:17][C:18]([C:27]3[CH:32]=[CH:31][CH:30]=[CH:29][CH:28]=3)([C:21]3[CH:26]=[CH:25][CH:24]=[CH:23][CH:22]=3)[C:19]#[N:20])[CH2:11]2)=[CH:7][CH:6]=1. (2) The reactants are: [C:1]([O:5][C:6]([N:8]([CH3:13])[CH2:9][C:10]([OH:12])=O)=[O:7])([CH3:4])([CH3:3])[CH3:2].[NH2:14][CH2:15][CH2:16][NH:17][C:18](=[O:40])[CH2:19][CH2:20]/[CH:21]=[CH:22]\[CH2:23]/[CH:24]=[CH:25]\[CH2:26]/[CH:27]=[CH:28]\[CH2:29]/[CH:30]=[CH:31]\[CH2:32]/[CH:33]=[CH:34]\[CH2:35]/[CH:36]=[CH:37]\[CH2:38][CH3:39].CN(C(ON1N=NC2C=CC=NC1=2)=[N+](C)C)C.F[P-](F)(F)(F)(F)F. Given the product [C:18]([NH:17][CH2:16][CH2:15][NH:14][C:10](=[O:12])[CH2:9][N:8]([CH3:13])[C:6](=[O:7])[O:5][C:1]([CH3:2])([CH3:3])[CH3:4])(=[O:40])[CH2:19][CH2:20]/[CH:21]=[CH:22]\[CH2:23]/[CH:24]=[CH:25]\[CH2:26]/[CH:27]=[CH:28]\[CH2:29]/[CH:30]=[CH:31]\[CH2:32]/[CH:33]=[CH:34]\[CH2:35]/[CH:36]=[CH:37]\[CH2:38][CH3:39], predict the reactants needed to synthesize it. (3) Given the product [Br:1][C:2]1[CH:7]=[CH:6][C:5]([C@H:8]2[CH2:12][CH2:11][C:10]3([NH:22][C:24](=[O:25])[NH:21][C:17]3=[O:20])[CH2:9]2)=[CH:4][CH:3]=1, predict the reactants needed to synthesize it. The reactants are: [Br:1][C:2]1[CH:7]=[CH:6][C:5]([C@H:8]2[CH2:12][CH2:11][C:10](=O)[CH2:9]2)=[CH:4][CH:3]=1.[C-]#N.[K+].[C:17](=[O:20])([O-])[O-].[NH4+:21].[NH4+:22].C[CH2:24][OH:25]. (4) Given the product [CH3:13][O:14][C:15]1[CH:43]=[C:42]([O:44][CH3:45])[CH:41]=[CH:40][C:16]=1[CH2:17][N:18]1[C:19]2[CH:24]=[CH:23][CH:22]=[N:21][C:20]=2[CH2:25][N:26]([CH:27]2[CH2:32][CH2:31][N:30]([C:33]([O:35][C:36]([CH3:39])([CH3:38])[CH3:37])=[O:34])[CH2:29][CH2:28]2)[C:1]1=[O:2], predict the reactants needed to synthesize it. The reactants are: [C:1](N1C=CN=C1)(N1C=CN=C1)=[O:2].[CH3:13][O:14][C:15]1[CH:43]=[C:42]([O:44][CH3:45])[CH:41]=[CH:40][C:16]=1[CH2:17][NH:18][C:19]1[C:20]([CH2:25][NH:26][CH:27]2[CH2:32][CH2:31][N:30]([C:33]([O:35][C:36]([CH3:39])([CH3:38])[CH3:37])=[O:34])[CH2:29][CH2:28]2)=[N:21][CH:22]=[CH:23][CH:24]=1. (5) Given the product [NH2:20][C:11]1[C:10]2[N:9]=[C:8]([CH2:21][O:22][CH2:23][CH3:24])[N:7]([CH2:6][C:5]([CH3:25])([O:4][CH2:3][CH2:2][NH:1][C:34](=[O:36])[CH3:35])[CH3:26])[C:19]=2[C:18]2[CH:17]=[CH:16][CH:15]=[CH:14][C:13]=2[N:12]=1, predict the reactants needed to synthesize it. The reactants are: [NH2:1][CH2:2][CH2:3][O:4][C:5]([CH3:26])([CH3:25])[CH2:6][N:7]1[C:19]2[C:18]3[CH:17]=[CH:16][CH:15]=[CH:14][C:13]=3[N:12]=[C:11]([NH2:20])[C:10]=2[N:9]=[C:8]1[CH2:21][O:22][CH2:23][CH3:24].C(N(CC)CC)C.[C:34](Cl)(=[O:36])[CH3:35]. (6) Given the product [Cl:1][C:2]1[C:10]([C:11]#[N:12])=[CH:9][C:5]([C:6]([O:17][CH:14]2[CH2:16][CH2:15]2)=[O:7])=[C:4]([CH3:13])[N:3]=1, predict the reactants needed to synthesize it. The reactants are: [Cl:1][C:2]1[C:10]([C:11]#[N:12])=[CH:9][C:5]([C:6](Cl)=[O:7])=[C:4]([CH3:13])[N:3]=1.[CH:14]1([OH:17])[CH2:16][CH2:15]1.CCN(C(C)C)C(C)C.O.